This data is from Reaction yield outcomes from USPTO patents with 853,638 reactions. The task is: Predict the reaction yield, written as a fraction of the theoretical maximum amount of product (1.0 means a 100% yield; for example, 0.34 means a 34% yield). (1) The reactants are [N+:1]([C:4]1[CH:8]=[C:7]([C:9](O)=[O:10])[NH:6][N:5]=1)([O-:3])=[O:2]. The catalyst is C1COCC1. The product is [N+:1]([C:4]1[CH:8]=[C:7]([CH2:9][OH:10])[NH:6][N:5]=1)([O-:3])=[O:2]. The yield is 0.940. (2) The reactants are [O:1]([C:8]1[CH:16]=[CH:15][C:11]([C:12]([OH:14])=O)=[CH:10][CH:9]=1)[C:2]1[CH:7]=[CH:6][CH:5]=[CH:4][CH:3]=1.C1(OP(Cl)(OC2C=CC=CC=2)=O)C=CC=CC=1.[NH2:34][C@@H:35]1[CH:40]2[CH2:41][CH2:42][N:37]([CH2:38][CH2:39]2)[CH2:36]1.CO. The catalyst is C(Cl)Cl. The product is [N:37]12[CH2:42][CH2:41][CH:40]([CH2:39][CH2:38]1)[C@@H:35]([NH:34][C:12](=[O:14])[C:11]1[CH:10]=[CH:9][C:8]([O:1][C:2]3[CH:3]=[CH:4][CH:5]=[CH:6][CH:7]=3)=[CH:16][CH:15]=1)[CH2:36]2. The yield is 0.760. (3) The reactants are [CH3:1][O:2][CH2:3][C:4]([NH:6][C:7]1[C:12]([N+:13]([O-])=O)=[CH:11][CH:10]=[CH:9][C:8]=1[O:16][CH3:17])=O.[Sn](Cl)Cl.[OH-].[Na+]. The catalyst is C(O)C. The product is [CH3:17][O:16][C:8]1[C:7]2[N:6]=[C:4]([CH2:3][O:2][CH3:1])[NH:13][C:12]=2[CH:11]=[CH:10][CH:9]=1. The yield is 0.320. (4) The reactants are [Cl:1][C:2]1[CH:3]=[C:4]([NH:13][CH:14]2[CH2:18][CH2:17][CH2:16][CH2:15]2)[C:5]([CH3:12])=[C:6]([CH:11]=1)[C:7]([O:9][CH3:10])=[O:8].[H-].[Na+].[CH2:21](Br)[CH:22]=[CH2:23]. The catalyst is CN(C=O)C. The product is [CH2:23]([N:13]([CH:14]1[CH2:18][CH2:17][CH2:16][CH2:15]1)[C:4]1[C:5]([CH3:12])=[C:6]([CH:11]=[C:2]([Cl:1])[CH:3]=1)[C:7]([O:9][CH3:10])=[O:8])[CH:22]=[CH2:21]. The yield is 0.294.